This data is from Reaction yield outcomes from USPTO patents with 853,638 reactions. The task is: Predict the reaction yield, written as a fraction of the theoretical maximum amount of product (1.0 means a 100% yield; for example, 0.34 means a 34% yield). (1) The reactants are [Br:1][C:2]1[CH:3]=[CH:4][C:5]([O:16][CH2:17][CH2:18][CH2:19][CH3:20])=[C:6]([C:8]2[CH:13]=[C:12](Cl)[N:11]=[C:10]([NH2:15])[N:9]=2)[CH:7]=1.[Cl:21][C:22]1[CH:27]=[CH:26][C:25]([NH2:28])=[CH:24][CH:23]=1. No catalyst specified. The product is [Br:1][C:2]1[CH:3]=[CH:4][C:5]([O:16][CH2:17][CH2:18][CH2:19][CH3:20])=[C:6]([C:8]2[N:9]=[C:10]([NH2:15])[N:11]=[C:12]([NH:28][C:25]3[CH:26]=[CH:27][C:22]([Cl:21])=[CH:23][CH:24]=3)[CH:13]=2)[CH:7]=1. The yield is 0.710. (2) The reactants are [Br:1][C:2]1[CH:9]=[C:8]([F:10])[C:7]([O:11]C)=[CH:6][C:3]=1[CH:4]=[O:5].Br. The catalyst is C(O)(=O)C. The product is [Br:1][C:2]1[CH:9]=[C:8]([F:10])[C:7]([OH:11])=[CH:6][C:3]=1[CH:4]=[O:5]. The yield is 0.640. (3) The reactants are O[C:2]12[CH2:11][CH:6]3[CH2:7][CH:8]([CH2:10][CH:4]([C:5]3=[O:12])[CH2:3]1)[CH2:9]2.FC(F)(F)S(O)(=O)=O.C([O-])(O)=O.[Na+]. The catalyst is C1C=CC=CC=1. The product is [C:2]1([C:2]23[CH2:11][CH:6]4[CH2:7][CH:8]([CH2:10][CH:4]([C:5]4=[O:12])[CH2:3]2)[CH2:9]3)[CH:11]=[CH:6][CH:5]=[CH:4][CH:3]=1. The yield is 0.800. (4) The reactants are [O:1]1[C:5]2[CH:6]=[CH:7][CH:8]=[CH:9][C:4]=2[CH:3]=[C:2]1[C:10]([NH:12][C:13]1[CH:18]=[CH:17][C:16]([C:19]2[CH:24]=[CH:23][C:22]([S:25]([N:28]([CH3:37])[C@@H:29]([C:33]([O:35]C)=[O:34])[CH:30]([CH3:32])[CH3:31])(=[O:27])=[O:26])=[CH:21][CH:20]=2)=[CH:15][CH:14]=1)=[O:11].[I-].[Li+]. The catalyst is C(OCC)(=O)C.Cl. The product is [O:1]1[C:5]2[CH:6]=[CH:7][CH:8]=[CH:9][C:4]=2[CH:3]=[C:2]1[C:10]([NH:12][C:13]1[CH:18]=[CH:17][C:16]([C:19]2[CH:24]=[CH:23][C:22]([S:25]([N:28]([CH3:37])[C@@H:29]([C:33]([OH:35])=[O:34])[CH:30]([CH3:32])[CH3:31])(=[O:26])=[O:27])=[CH:21][CH:20]=2)=[CH:15][CH:14]=1)=[O:11]. The yield is 0.779. (5) The reactants are [Cl:1][C:2]1[CH:17]=[C:16]([O:18][CH2:19][CH:20]=[C:21]([Cl:23])[Cl:22])[CH:15]=[C:14]([Cl:24])[C:3]=1[O:4][CH2:5][CH2:6][CH2:7][CH2:8][CH2:9][O:10][CH2:11][CH:12]=O.Cl.[C:26]([O:30][NH2:31])([CH3:29])([CH3:28])[CH3:27].Cl. The catalyst is N1C=CC=CC=1. The product is [C:26]([O:30][N:31]=[CH:12][CH2:11][O:10][CH2:9][CH2:8][CH2:7][CH2:6][CH2:5][O:4][C:3]1[C:14]([Cl:24])=[CH:15][C:16]([O:18][CH2:19][CH:20]=[C:21]([Cl:22])[Cl:23])=[CH:17][C:2]=1[Cl:1])([CH3:29])([CH3:28])[CH3:27]. The yield is 0.920.